Dataset: Forward reaction prediction with 1.9M reactions from USPTO patents (1976-2016). Task: Predict the product of the given reaction. (1) Given the reactants [CH3:1][O:2][C:3]1[CH:23]=[CH:22][C:6]([CH2:7][O:8][C:9]2[N:13]([C:14]3[CH:19]=[CH:18][CH:17]=[CH:16][CH:15]=3)[N:12]=[C:11]([CH:20]=[O:21])[CH:10]=2)=[CH:5][CH:4]=1.[F-].C([N+](CCCC)(CCCC)CCCC)CCC.[C:42]1([CH2:48][C@H:49]([NH:54][C:55](=[O:63])/[CH:56]=[CH:57]/[CH2:58][Si](C)(C)C)[C:50]([O:52][CH3:53])=[O:51])[CH:47]=[CH:46][CH:45]=[CH:44][CH:43]=1.[Cl-].[NH4+], predict the reaction product. The product is: [OH:21][C@H:20]([C:11]1[CH:10]=[C:9]([O:8][CH2:7][C:6]2[CH:5]=[CH:4][C:3]([O:2][CH3:1])=[CH:23][CH:22]=2)[N:13]([C:14]2[CH:19]=[CH:18][CH:17]=[CH:16][CH:15]=2)[N:12]=1)[C@H:56]([CH:57]=[CH2:58])[C:55]([NH:54][C@@H:49]([CH2:48][C:42]1[CH:43]=[CH:44][CH:45]=[CH:46][CH:47]=1)[C:50]([O:52][CH3:53])=[O:51])=[O:63]. (2) Given the reactants [CH3:1][O:2][C:3]1[N:8]=[N:7][C:6]([NH:9][C:10](=[O:15])[C:11]([CH3:14])([CH3:13])[CH3:12])=[CH:5][CH:4]=1.[CH3:16][CH2:17][CH:18](Br)[CH2:19][CH3:20], predict the reaction product. The product is: [CH2:17]([CH:18]([C:5]1[CH:4]=[C:3]([O:2][CH3:1])[N:8]=[N:7][C:6]=1[NH:9][C:10](=[O:15])[C:11]([CH3:12])([CH3:14])[CH3:13])[CH2:19][CH3:20])[CH3:16]. (3) Given the reactants [Cl:1][C:2]1[CH:10]=[C:9]2[C:5]([CH2:6][N:7]([C:12]3[C:13]([CH3:36])=[C:14]([C:18]4[C:30]5[C:29]6[C:24](=[CH:25][C:26]([O:31]C)=[CH:27][CH:28]=6)[NH:23][C:22]=5[C:21]([C:33]([NH2:35])=[O:34])=[N:20][CH:19]=4)[CH:15]=[CH:16][CH:17]=3)[C:8]2=[O:11])=[CH:4][CH:3]=1.BrB(Br)Br.C([O-])(O)=O.[Na+], predict the reaction product. The product is: [Cl:1][C:2]1[CH:10]=[C:9]2[C:5]([CH2:6][N:7]([C:12]3[C:13]([CH3:36])=[C:14]([C:18]4[C:30]5[C:29]6[C:24](=[CH:25][C:26]([OH:31])=[CH:27][CH:28]=6)[NH:23][C:22]=5[C:21]([C:33]([NH2:35])=[O:34])=[N:20][CH:19]=4)[CH:15]=[CH:16][CH:17]=3)[C:8]2=[O:11])=[CH:4][CH:3]=1.